Dataset: Full USPTO retrosynthesis dataset with 1.9M reactions from patents (1976-2016). Task: Predict the reactants needed to synthesize the given product. (1) Given the product [Cl:1][C:2]1[C:3]([F:32])=[C:4]([NH:8][C:9]2[C:18]3[C:13](=[CH:14][C:15]([O:30][CH3:31])=[C:16]([O:19][C@@H:20]4[CH2:25][CH2:24][N:23]([CH3:35])[C@H:22]([C:26]([O:28][CH3:29])=[O:27])[CH2:21]4)[CH:17]=3)[N:12]=[CH:11][N:10]=2)[CH:5]=[CH:6][CH:7]=1, predict the reactants needed to synthesize it. The reactants are: [Cl:1][C:2]1[C:3]([F:32])=[C:4]([NH:8][C:9]2[C:18]3[C:13](=[CH:14][C:15]([O:30][CH3:31])=[C:16]([O:19][C@@H:20]4[CH2:25][CH2:24][NH:23][C@H:22]([C:26]([O:28][CH3:29])=[O:27])[CH2:21]4)[CH:17]=3)[N:12]=[CH:11][N:10]=2)[CH:5]=[CH:6][CH:7]=1.C=O.[C:35](O[BH-](OC(=O)C)OC(=O)C)(=O)C.[Na+]. (2) The reactants are: [CH3:1][N:2]([CH2:40][C@@H:41]1[CH2:43][C@H:42]1[CH3:44])[C:3]1[CH:4]=[C:5]([CH:31]=[C:32]([N:34]([CH3:39])[S:35]([CH3:38])(=[O:37])=[O:36])[N:33]=1)[C:6]([NH:8][NH:9][C:10]([C@H:12]1[C@@H:17]([C:18]2[CH:23]=[CH:22][CH:21]=[CH:20][CH:19]=2)[CH2:16][CH2:15][CH2:14][N:13]1C(OC(C)(C)C)=O)=O)=[O:7].CC[N+](S(N=C(OC)[O-])(=O)=O)(CC)CC.Cl. Given the product [CH3:39][N:34]([C:32]1[CH:31]=[C:5]([C:6]2[O:7][C:10]([C@H:12]3[C@@H:17]([C:18]4[CH:19]=[CH:20][CH:21]=[CH:22][CH:23]=4)[CH2:16][CH2:15][CH2:14][NH:13]3)=[N:9][N:8]=2)[CH:4]=[C:3]([N:2]([CH3:1])[CH2:40][C@@H:41]2[CH2:43][C@H:42]2[CH3:44])[N:33]=1)[S:35]([CH3:38])(=[O:36])=[O:37], predict the reactants needed to synthesize it. (3) Given the product [CH2:28]([N:27]([CH3:26])[C:2]1[N:3]=[C:4]([N:14]2[C:18]3[CH:19]=[CH:20][CH:21]=[CH:22][C:17]=3[N:16]=[C:15]2[CH:23]([F:25])[F:24])[N:5]=[C:6]([N:8]2[CH2:9][CH2:10][O:11][CH2:12][CH2:13]2)[N:7]=1)[C:29]1[CH:34]=[CH:33][CH:32]=[CH:31][CH:30]=1, predict the reactants needed to synthesize it. The reactants are: Cl[C:2]1[N:7]=[C:6]([N:8]2[CH2:13][CH2:12][O:11][CH2:10][CH2:9]2)[N:5]=[C:4]([N:14]2[C:18]3[CH:19]=[CH:20][CH:21]=[CH:22][C:17]=3[N:16]=[C:15]2[CH:23]([F:25])[F:24])[N:3]=1.[CH3:26][NH:27][CH2:28][C:29]1[CH:34]=[CH:33][CH:32]=[CH:31][CH:30]=1. (4) Given the product [NH2:5][C:6]1[C:15]([CH2:16][C@@H:17]([CH3:29])[C:18]([NH:20][C@H:21]2[CH2:26][CH2:25][O:24][C@@H:23]([C:27]#[CH:28])[CH2:22]2)=[O:19])=[CH:14][C:13]2[C:8](=[CH:9][CH:10]=[C:11]([C:30]3[CH:35]=[CH:34][CH:33]=[CH:32][C:31]=3[CH3:36])[CH:12]=2)[N:7]=1, predict the reactants needed to synthesize it. The reactants are: C([NH:5][C:6]1[C:15]([CH2:16][C@@H:17]([CH3:29])[C:18]([NH:20][C@H:21]2[CH2:26][CH2:25][O:24][C@@H:23]([C:27]#[CH:28])[CH2:22]2)=[O:19])=[CH:14][C:13]2[C:8](=[CH:9][CH:10]=[C:11]([C:30]3[CH:35]=[CH:34][CH:33]=[CH:32][C:31]=3[CH3:36])[CH:12]=2)[N:7]=1)(C)(C)C.C(O)(C(F)(F)F)=O. (5) Given the product [N+:1]([C:4]1[CH:5]=[CH:6][C:7]([O:43][C:38]2[CH:37]=[C:36]3[C:41]([CH2:42][CH:33]([C:27]4[CH:32]=[CH:31][CH:30]=[CH:29][CH:28]=4)[CH2:34][O:35]3)=[CH:40][CH:39]=2)=[N:8][CH:9]=1)([O-:3])=[O:2], predict the reactants needed to synthesize it. The reactants are: [N+:1]([C:4]1[CH:5]=[CH:6][C:7](OC2C=C3C(=CC=2)OC(C2C=CC=CC=2)CC3)=[N:8][CH:9]=1)([O-:3])=[O:2].[C:27]1([CH:33]2[CH2:42][C:41]3[C:36](=[CH:37][C:38]([OH:43])=[CH:39][CH:40]=3)[O:35][CH2:34]2)[CH:32]=[CH:31][CH:30]=[CH:29][CH:28]=1. (6) The reactants are: Br[C:2]1[CH:3]=[CH:4][C:5]([O:12][C:13]([F:16])([F:15])[F:14])=[C:6]([NH:8][C:9](=[O:11])[CH3:10])[CH:7]=1.[Li]N([Si](C)(C)C)[Si](C)(C)C.[CH3:27][N:28]1[CH2:33][CH2:32][NH:31][CH2:30][CH2:29]1. Given the product [F:14][C:13]([F:16])([F:15])[O:12][C:5]1[CH:4]=[CH:3][C:2]([N:31]2[CH2:32][CH2:33][N:28]([CH3:27])[CH2:29][CH2:30]2)=[CH:7][C:6]=1[NH:8][C:9](=[O:11])[CH3:10], predict the reactants needed to synthesize it.